The task is: Predict the reactants needed to synthesize the given product.. This data is from Full USPTO retrosynthesis dataset with 1.9M reactions from patents (1976-2016). (1) Given the product [CH3:1][Si:2]([CH3:10])([CH3:9])[CH2:3][C@@H:4]([C:6]([O:8][CH3:17])=[O:7])[NH2:5], predict the reactants needed to synthesize it. The reactants are: [CH3:1][Si:2]([CH3:10])([CH3:9])[CH2:3][C@@H:4]([C:6]([OH:8])=[O:7])[NH2:5].B(F)(F)F.CO.[CH:17]1C=C2C(C(O)(O)C(=O)C2=CC=1)=O.C([O-])([O-])=O.[Na+].[Na+]. (2) The reactants are: N1C=CC=C([O:7][C:8]([N:10]2[CH2:15][CH2:14][CH:13]([C:16]([OH:18])=O)[CH2:12][CH2:11]2)=[O:9])C=1.O[N:20]1[C:24]2C=[CH:26][CH:27]=[CH:28][C:23]=2N=N1.[CH:29]1[CH:34]=[CH:33][C:32]([C:35]([NH:37][NH2:38])=[O:36])=[CH:31][CH:30]=1.C(N=C=NCCCN(C)C)C. Given the product [N:20]1[CH:26]=[CH:27][CH:28]=[C:23]([CH:15]2[CH2:14][CH:13]([C:16]([NH:38][NH:37][C:35](=[O:36])[C:32]3[CH:33]=[CH:34][CH:29]=[CH:30][CH:31]=3)=[O:18])[CH2:12][CH2:11][N:10]2[C:8]([OH:7])=[O:9])[CH:24]=1, predict the reactants needed to synthesize it.